From a dataset of Full USPTO retrosynthesis dataset with 1.9M reactions from patents (1976-2016). Predict the reactants needed to synthesize the given product. (1) The reactants are: [Cl:1][C:2]1[CH:3]=[C:4]([C:24]2([C:30]([O:32]CC)=[O:31])[CH2:29][CH2:28][O:27][CH2:26][CH2:25]2)[CH:5]=[C:6]([C:14]2[CH:19]=[CH:18][C:17]([C:20]([F:23])([F:22])[F:21])=[CH:16][CH:15]=2)[C:7]=1[O:8][CH2:9][C:10]([F:13])([F:12])[F:11].O.[OH-].[Li+]. Given the product [Cl:1][C:2]1[CH:3]=[C:4]([C:24]2([C:30]([OH:32])=[O:31])[CH2:25][CH2:26][O:27][CH2:28][CH2:29]2)[CH:5]=[C:6]([C:14]2[CH:15]=[CH:16][C:17]([C:20]([F:21])([F:22])[F:23])=[CH:18][CH:19]=2)[C:7]=1[O:8][CH2:9][C:10]([F:11])([F:12])[F:13], predict the reactants needed to synthesize it. (2) Given the product [F:18][C:15]1[C:14]([F:19])=[C:13]2[C:12]([CH2:11][CH2:10][CH:9]([CH2:21][CH2:22][CH3:23])[O:8]2)=[CH:17][CH:16]=1, predict the reactants needed to synthesize it. The reactants are: [H-].[Na+].C1COCC1.[OH:8][CH:9]([CH2:21][CH2:22][CH3:23])[CH2:10][CH2:11][C:12]1[CH:17]=[CH:16][C:15]([F:18])=[C:14]([F:19])[C:13]=1F.C1(C)C=CC=CC=1. (3) Given the product [CH3:31][CH:30]1[CH2:28][CH2:27][O:26][C:22]2([O:23][CH2:24][CH2:25][CH:19]([CH3:20])[O:21]2)[O:29]1, predict the reactants needed to synthesize it. The reactants are: C(O)CC(O)C.C(C1C=CC(S(O)(=O)=O)=CC=1)C.[CH2:19]([O:21][C:22]([O:29][CH2:30][CH3:31])([O:26][CH2:27][CH3:28])[O:23][CH2:24][CH3:25])[CH3:20]. (4) Given the product [NH:1]([C:5]1[CH:14]=[C:13]([C:15]([NH:17][N:18]=[C:19]([C:21]2[C:25]([OH:26])=[C:24]([C:27]3[CH:28]=[CH:29][C:30]([C:33]([CH3:36])([CH3:35])[CH3:34])=[CH:31][CH:32]=3)[S:23][CH:22]=2)[CH3:20])=[O:16])[CH:12]=[CH:11][C:6]=1[C:7]([OH:9])=[O:8])[C:2]([CH3:4])=[O:3], predict the reactants needed to synthesize it. The reactants are: [NH:1]([C:5]1[CH:14]=[C:13]([C:15]([NH:17][N:18]=[C:19]([C:21]2[C:25]([OH:26])=[C:24]([C:27]3[CH:32]=[CH:31][C:30]([C:33]([CH3:36])([CH3:35])[CH3:34])=[CH:29][CH:28]=3)[S:23][CH:22]=2)[CH3:20])=[O:16])[CH:12]=[CH:11][C:6]=1[C:7]([O:9]C)=[O:8])[C:2]([CH3:4])=[O:3].[OH-].[Na+].Cl. (5) Given the product [CH:25]1([NH:28][C:29](=[O:33])[CH2:30][N:31]([CH3:32])[C:58]([C:43]2[CH:44]=[C:45]3[C:40](=[CH:41][CH:42]=2)[N:39]([S:36]([CH2:34][CH3:35])(=[O:38])=[O:37])[C:51]2[CH2:50][CH2:49][CH:48]([CH:52]4[CH2:53][CH2:54][O:55][CH2:56][CH2:57]4)[CH2:47][C:46]3=2)=[O:60])[CH2:27][CH2:26]1, predict the reactants needed to synthesize it. The reactants are: CN(C(ON1N=NC2C=CC=NC1=2)=[N+](C)C)C.F[P-](F)(F)(F)(F)F.[CH:25]1([NH:28][C:29](=[O:33])[CH2:30][NH:31][CH3:32])[CH2:27][CH2:26]1.[CH2:34]([S:36]([N:39]1[C:51]2[CH2:50][CH2:49][CH:48]([CH:52]3[CH2:57][CH2:56][O:55][CH2:54][CH2:53]3)[CH2:47][C:46]=2[C:45]2[C:40]1=[CH:41][CH:42]=[C:43]([C:58]([OH:60])=O)[CH:44]=2)(=[O:38])=[O:37])[CH3:35].C(N(CC)C(C)C)(C)C. (6) The reactants are: Cl.Cl.[Cl:3][C:4]1[CH:9]=[CH:8][C:7]([CH:10]([N:13]2[CH2:18][CH2:17][NH:16][CH2:15][CH2:14]2)[CH2:11][NH2:12])=[CH:6][CH:5]=1.Cl[C:20]1[C:21]2[CH2:28][CH2:27][NH:26][C:22]=2[N:23]=[CH:24][N:25]=1. Given the product [Cl:3][C:4]1[CH:9]=[CH:8][C:7]([CH:10]([N:13]2[CH2:14][CH2:15][N:16]([C:20]3[C:21]4[CH2:28][CH2:27][NH:26][C:22]=4[N:23]=[CH:24][N:25]=3)[CH2:17][CH2:18]2)[CH2:11][NH2:12])=[CH:6][CH:5]=1, predict the reactants needed to synthesize it. (7) Given the product [N:13]([CH2:2][C:3]1[CH:8]=[CH:7][C:6]([S:9]([NH2:12])(=[O:11])=[O:10])=[CH:5][CH:4]=1)=[N+:14]=[N-:15], predict the reactants needed to synthesize it. The reactants are: Br[CH2:2][C:3]1[CH:8]=[CH:7][C:6]([S:9]([NH2:12])(=[O:11])=[O:10])=[CH:5][CH:4]=1.[N-:13]=[N+:14]=[N-:15].[Na+].